The task is: Predict the reactants needed to synthesize the given product.. This data is from Retrosynthesis with 50K atom-mapped reactions and 10 reaction types from USPTO. (1) Given the product C=Cc1ncccc1[N+](=O)[O-], predict the reactants needed to synthesize it. The reactants are: CC#N.O=[N+]([O-])c1cccnc1Cl. (2) The reactants are: CCOC(=O)CBr.Cc1cccc(C)c1O. Given the product CCOC(=O)COc1c(C)cccc1C, predict the reactants needed to synthesize it.